Dataset: Forward reaction prediction with 1.9M reactions from USPTO patents (1976-2016). Task: Predict the product of the given reaction. The product is: [Cl:1][C:2]1[CH:7]=[CH:6][C:5]([C:8]2[C:14]3[CH:15]=[CH:16][CH:17]=[CH:18][C:13]=3[C:12]3=[C:19]([CH3:22])[O:20][N:21]=[C:11]3[C@@H:10]([CH2:23][C:24]([NH:26][CH2:27][CH3:28])=[O:25])[N:9]=2)=[CH:4][CH:3]=1. Given the reactants [Cl:1][C:2]1[CH:7]=[CH:6][C:5]([C:8]2[C:14]3[CH:15]=[CH:16][CH:17]=[CH:18][C:13]=3[C:12]3=[C:19]([CH3:22])[O:20][N:21]=[C:11]3[C@H:10]([CH2:23][C:24]([NH:26][CH2:27][CH3:28])=[O:25])[N:9]=2)=[CH:4][CH:3]=1.C([O-])(=O)CC, predict the reaction product.